This data is from Reaction yield outcomes from USPTO patents with 853,638 reactions. The task is: Predict the reaction yield, written as a fraction of the theoretical maximum amount of product (1.0 means a 100% yield; for example, 0.34 means a 34% yield). (1) The reactants are FC1[C:11]([CH2:12][CH2:13][N:14]2[CH2:21][C@@H]3[C@@H](CNC3)[CH2:15]2)=[C:10]2[C:5]([CH:6]=[CH:7]C(OC)=N2)=NC=1.[O:24]=[C:25]1[CH2:30]S[C:28]2[CH:31]=[CH:32][C:33]([CH:35]=O)=N[C:27]=2[NH:26]1.[BH-](O[C:47]([CH3:49])=[O:48])(OC(C)=O)OC(C)=O.[Na+].[CH2:51](Cl)Cl. No catalyst specified. The product is [C:28]1([CH2:27][N:26]2[C:47](=[O:48])[CH:49]3[CH:30]([CH2:21][N:14]([CH2:13][C:12]4[CH:7]=[CH:6][CH:5]=[CH:10][CH:11]=4)[CH2:15]3)[C:25]2=[O:24])[CH:31]=[CH:32][CH:33]=[CH:35][CH:51]=1. The yield is 0.640. (2) The reactants are Br[C:2]1[C:6]([C:7]2[S:8][CH:9]=[CH:10][CH:11]=2)=[N:5][NH:4][C:3]=1[NH2:12].[C:13]([N:21]=[C:22]=[S:23])(=[O:20])[C:14]1[CH:19]=[CH:18][CH:17]=[CH:16][CH:15]=1. The catalyst is O1CCOCC1. The product is [S:8]1[CH:9]=[CH:10][CH:11]=[C:7]1[C:6]1[C:2]2[S:23][C:22]([NH:21][C:13](=[O:20])[C:14]3[CH:15]=[CH:16][CH:17]=[CH:18][CH:19]=3)=[N:12][C:3]=2[NH:4][N:5]=1. The yield is 0.800. (3) The reactants are [C:1]([O:5][C:6]1[C:11](/[CH:12]=[CH:13]\OC)=[N:10][CH:9]=[CH:8][N:7]=1)([CH3:4])([CH3:3])[CH3:2].Cl.[F:17][C:18]1[CH:31]=[CH:30][CH:29]=[CH:28][C:19]=1[O:20][CH2:21][CH:22]1[CH2:27][CH2:26][NH:25][CH2:24][CH2:23]1.C(O[BH-](OC(=O)C)OC(=O)C)(=O)C.[Na+].C(=O)([O-])[O-].[Na+].[Na+]. The catalyst is ClCCl.C(OCC)(=O)C. The product is [C:1]([O:5][C:6]1[C:11]([CH2:12][CH2:13][N:25]2[CH2:24][CH2:23][CH:22]([CH2:21][O:20][C:19]3[CH:28]=[CH:29][CH:30]=[CH:31][C:18]=3[F:17])[CH2:27][CH2:26]2)=[N:10][CH:9]=[CH:8][N:7]=1)([CH3:2])([CH3:3])[CH3:4]. The yield is 0.100. (4) The reactants are Br[C:2]1[CH:3]=[C:4]2[C:8](=[CH:9][CH:10]=1)[NH:7][C:6](=[O:11])[CH2:5]2.[CH3:12][O:13][C:14]1[N:19]=[CH:18][C:17](B(O)O)=[C:16]([CH3:23])[CH:15]=1.C(=O)([O-])[O-].[Na+].[Na+]. The catalyst is CN(C=O)C.O. The product is [CH3:12][O:13][C:14]1[N:19]=[CH:18][C:17]([C:2]2[CH:3]=[C:4]3[C:8](=[CH:9][CH:10]=2)[NH:7][C:6](=[O:11])[CH2:5]3)=[C:16]([CH3:23])[CH:15]=1. The yield is 0.710. (5) The product is [NH2:13][CH2:12][C:4]1([OH:7])[CH2:5][CH2:6][S:1][CH2:2][CH2:3]1. The catalyst is C1(C)C=CC=CC=1.[I-].[Zn+2].[I-]. The reactants are [S:1]1[CH2:6][CH2:5][C:4](=[O:7])[CH2:3][CH2:2]1.C[Si]([C:12]#[N:13])(C)C. The yield is 1.00. (6) The yield is 0.880. The catalyst is O. The product is [CH:1]([C:3]1[CH:4]=[C:5]2[C:9](=[CH:10][CH:11]=1)[N:8]([CH2:12][C:13]1[CH:20]=[CH:19][C:16]([C:17]([NH2:18])=[O:22])=[CH:15][CH:14]=1)[CH:7]=[CH:6]2)=[O:2]. The reactants are [CH:1]([C:3]1[CH:4]=[C:5]2[C:9](=[CH:10][CH:11]=1)[N:8]([CH2:12][C:13]1[CH:20]=[CH:19][C:16]([C:17]#[N:18])=[CH:15][CH:14]=1)[CH:7]=[CH:6]2)=[O:2].C(=O)([O-])[O-:22].[K+].[K+].CS(C)=O.OO. (7) The reactants are [O:1]1[CH:5]=[CH:4][CH:3]=[C:2]1[C:6]1[N:7]=[C:8]([NH:17]C(=O)OC(C)(C)C)[S:9][C:10]=1[C:11]([CH2:13][CH2:14][O:15][CH3:16])=[O:12]. The catalyst is FC(F)(F)C(O)=O. The product is [CH3:16][O:15][CH2:14][CH2:13][C:11]([C:10]1[S:9][C:8]([NH2:17])=[N:7][C:6]=1[C:2]1[O:1][CH:5]=[CH:4][CH:3]=1)=[O:12]. The yield is 0.870. (8) The reactants are [C:1]([C:3]1[CH:36]=[CH:35][C:6]2[N:7]([CH2:22][C:23]3[C:32]4[C:27](=[CH:28][CH:29]=[CH:30][CH:31]=4)[CH:26]=[CH:25][C:24]=3[O:33][CH3:34])[C:8](=[O:21])[C@@H:9]([NH:13][C:14](=[O:20])[O:15][C:16]([CH3:19])([CH3:18])[CH3:17])[C@H:10]([CH3:12])[NH:11][C:5]=2[CH:4]=1)#[N:2].N1C=CC=CC=1.[C:43](Cl)(=[O:45])[CH3:44]. The catalyst is C(Cl)Cl. The product is [C:43]([N:11]1[C@@H:10]([CH3:12])[C@H:9]([NH:13][C:14](=[O:20])[O:15][C:16]([CH3:19])([CH3:18])[CH3:17])[C:8](=[O:21])[N:7]([CH2:22][C:23]2[C:32]3[C:27](=[CH:28][CH:29]=[CH:30][CH:31]=3)[CH:26]=[CH:25][C:24]=2[O:33][CH3:34])[C:6]2[CH:35]=[CH:36][C:3]([C:1]#[N:2])=[CH:4][C:5]1=2)(=[O:45])[CH3:44]. The yield is 0.650. (9) The reactants are C[Al](C)C.[CH3:5][O:6][C:7]1[CH:8]=[C:9]([CH2:15][CH2:16][C:17]2[CH:18]=[C:19]([NH2:22])[NH:20][N:21]=2)[CH:10]=[C:11]([O:13][CH3:14])[CH:12]=1.[CH:23]1([N:26]2[CH2:31][CH2:30][N:29]([C:32]3[N:37]=[CH:36][C:35]([C:38](OC)=[O:39])=[CH:34][N:33]=3)[CH2:28][CH2:27]2)[CH2:25][CH2:24]1. The catalyst is C1(C)C=CC=CC=1. The product is [CH:23]1([N:26]2[CH2:27][CH2:28][N:29]([C:32]3[N:37]=[CH:36][C:35]([C:38]([NH:22][C:19]4[NH:20][N:21]=[C:17]([CH2:16][CH2:15][C:9]5[CH:8]=[C:7]([O:6][CH3:5])[CH:12]=[C:11]([O:13][CH3:14])[CH:10]=5)[CH:18]=4)=[O:39])=[CH:34][N:33]=3)[CH2:30][CH2:31]2)[CH2:25][CH2:24]1. The yield is 0.140. (10) The reactants are [OH:1][C:2]1([C:31](OC)=[O:32])[CH2:7][CH2:6][CH:5]([N:8]2[C:16]([NH:17][C:18]3[C:23]([F:24])=[CH:22][C:21]([F:25])=[CH:20][C:19]=3[F:26])=[N:15][C:14]3[C:9]2=[N:10][C:11]([NH:27][CH:28]([CH3:30])[CH3:29])=[N:12][CH:13]=3)[CH2:4][CH2:3]1.[BH4-].[Na+]. The catalyst is CO. The product is [OH:32][CH2:31][C:2]1([OH:1])[CH2:3][CH2:4][CH:5]([N:8]2[C:16]([NH:17][C:18]3[C:19]([F:26])=[CH:20][C:21]([F:25])=[CH:22][C:23]=3[F:24])=[N:15][C:14]3[C:9]2=[N:10][C:11]([NH:27][CH:28]([CH3:29])[CH3:30])=[N:12][CH:13]=3)[CH2:6][CH2:7]1. The yield is 0.370.